Dataset: Forward reaction prediction with 1.9M reactions from USPTO patents (1976-2016). Task: Predict the product of the given reaction. (1) Given the reactants I[CH2:2][C@H:3]1[O:7][C@@H:6]([N:8]2[CH:12]=[N:11][C:10]([C:13]([NH2:15])=[O:14])=[N:9]2)[C@H:5]([OH:16])[C@@H:4]1[OH:17].[S:18]([O-:21])([O-:20])=[O:19].[Na+].[Na+], predict the reaction product. The product is: [S:18]([CH2:2][C@H:3]1[O:7][C@@H:6]([N:8]2[CH:12]=[N:11][C:10]([C:13]([NH2:15])=[O:14])=[N:9]2)[C@H:5]([OH:16])[C@@H:4]1[OH:17])([OH:21])(=[O:20])=[O:19]. (2) Given the reactants [C:1]([O:4][CH2:5][C:6]([CH3:46])([CH3:45])[CH2:7][N:8]1[C:14]2[CH:15]=[CH:16][C:17]([Cl:19])=[CH:18][C:13]=2[C@@H:12]([C:20]2[CH:25]=[CH:24][CH:23]=[C:22]([O:26][CH3:27])[C:21]=2[O:28][CH3:29])[O:11][C@H:10]([CH2:30][C:31]2[S:32][C:33]([C:36](=[O:43])[CH2:37][C:38]([O:40][CH2:41][CH3:42])=[O:39])=[CH:34][N:35]=2)[C:9]1=[O:44])(=[O:3])[CH3:2].[BH4-].[Na+].[Cl-].[NH4+], predict the reaction product. The product is: [C:1]([O:4][CH2:5][C:6]([CH3:45])([CH3:46])[CH2:7][N:8]1[C:14]2[CH:15]=[CH:16][C:17]([Cl:19])=[CH:18][C:13]=2[C@@H:12]([C:20]2[CH:25]=[CH:24][CH:23]=[C:22]([O:26][CH3:27])[C:21]=2[O:28][CH3:29])[O:11][C@H:10]([CH2:30][C:31]2[S:32][C:33]([CH:36]([OH:43])[CH2:37][C:38]([O:40][CH2:41][CH3:42])=[O:39])=[CH:34][N:35]=2)[C:9]1=[O:44])(=[O:3])[CH3:2]. (3) Given the reactants C(N(CC)CC)C.[Cl:8][C:9]1[CH:21]=[CH:20][CH:19]=[C:18]([Cl:22])[C:10]=1[O:11][CH2:12][CH2:13][NH:14][CH:15]1[CH2:17][CH2:16]1.[F:23][CH:24]([F:35])[C:25]1[C:29]([C:30](Cl)=[O:31])=[C:28]([F:33])[N:27]([CH3:34])[N:26]=1.O, predict the reaction product. The product is: [CH:15]1([N:14]([CH2:13][CH2:12][O:11][C:10]2[C:9]([Cl:8])=[CH:21][CH:20]=[CH:19][C:18]=2[Cl:22])[C:30]([C:29]2[C:25]([CH:24]([F:35])[F:23])=[N:26][N:27]([CH3:34])[C:28]=2[F:33])=[O:31])[CH2:16][CH2:17]1.